Task: Predict which catalyst facilitates the given reaction.. Dataset: Catalyst prediction with 721,799 reactions and 888 catalyst types from USPTO (1) Reactant: Cl[C:2]1[N:7]=[C:6]([S:8][CH3:9])[CH:5]=[CH:4][N:3]=1.[CH3:10][N:11]1[C:19]2[C:14](=[CH:15][C:16]([NH2:20])=[CH:17][CH:18]=2)[CH:13]=[N:12]1.Cl. Product: [CH3:10][N:11]1[C:19]2[C:14](=[CH:15][C:16]([NH:20][C:2]3[N:7]=[C:6]([S:8][CH3:9])[CH:5]=[CH:4][N:3]=3)=[CH:17][CH:18]=2)[CH:13]=[N:12]1. The catalyst class is: 8. (2) Reactant: [NH:1]1[C:9]2[C:4](=[CH:5][CH:6]=[CH:7][C:8]=2[C:10]([OH:12])=O)[CH:3]=[CH:2]1.[CH2:13]([NH:15][CH2:16][CH3:17])[CH3:14].Cl.C(N=C=NCCCN(C)C)C.ON1C2C=CC=CC=2N=N1.C(N(CC)CC)C. Product: [CH2:13]([N:15]([CH2:16][CH3:17])[C:10]([C:8]1[CH:7]=[CH:6][CH:5]=[C:4]2[C:9]=1[NH:1][CH:2]=[CH:3]2)=[O:12])[CH3:14]. The catalyst class is: 42. (3) Reactant: Cl[C:2]1[N:3]=[C:4]([N:13]2[CH2:18][CH2:17][O:16][CH2:15][CH2:14]2)[C:5]2[N:10]=[C:9]([CH:11]=[O:12])[S:8][C:6]=2[N:7]=1.[CH2:19]([C:21]1[NH:22][C:23]2[CH:29]=[CH:28][CH:27]=[CH:26][C:24]=2[N:25]=1)[CH3:20].CC(C1C=C(C(C)C)C(C2C=CC=CC=2P(C2CCCCC2)C2CCCCC2)=C(C(C)C)C=1)C.C([O-])([O-])=O.[Cs+].[Cs+]. Product: [CH2:19]([C:21]1[N:22]([C:2]2[N:3]=[C:4]([N:13]3[CH2:18][CH2:17][O:16][CH2:15][CH2:14]3)[C:5]3[N:10]=[C:9]([CH:11]=[O:12])[S:8][C:6]=3[N:7]=2)[C:23]2[CH:29]=[CH:28][CH:27]=[CH:26][C:24]=2[N:25]=1)[CH3:20]. The catalyst class is: 62. (4) Reactant: [N:1]1([C:7]([C:9]2[C:10]3[CH2:29][S:28](=[O:31])(=[O:30])[C:27]4[CH:26]=[CH:25][CH:24]=[CH:23][C:22]=4[C:11]=3[N:12]([C:14]3[CH:15]=[C:16]([CH:19]=[CH:20][CH:21]=3)[C:17]#[N:18])[N:13]=2)=[O:8])[CH2:6][CH2:5][O:4][CH2:3][CH2:2]1.[NH2:32][OH:33]. Product: [OH:33][N:32]=[C:17]([C:16]1[CH:19]=[CH:20][CH:21]=[C:14]([N:12]2[C:11]3[C:22]4[CH:23]=[CH:24][CH:25]=[CH:26][C:27]=4[S:28](=[O:30])(=[O:31])[CH2:29][C:10]=3[C:9]([C:7]([N:1]3[CH2:6][CH2:5][O:4][CH2:3][CH2:2]3)=[O:8])=[N:13]2)[CH:15]=1)[NH2:18]. The catalyst class is: 14. (5) Reactant: [C:1]([O:5][C:6]([N:8]1[CH2:13][CH2:12][CH2:11][CH:10]([C:14]([OH:16])=O)[CH2:9]1)=[O:7])([CH3:4])([CH3:3])[CH3:2].CCN=C=NCCCN(C)C.Cl.[CH3:29][NH:30][O:31][CH3:32]. Product: [C:1]([O:5][C:6]([N:8]1[CH2:13][CH2:12][CH2:11][CH:10]([C:14](=[O:16])[N:30]([CH3:29])[O:31][CH3:32])[CH2:9]1)=[O:7])([CH3:2])([CH3:3])[CH3:4]. The catalyst class is: 241. (6) Reactant: [C:1]1([C:7]2[NH:11][CH:10]=[C:9]([CH:12]=O)[CH:8]=2)[CH:6]=[CH:5][CH:4]=[CH:3][CH:2]=1.[CH3:14][NH2:15].[BH4-].[Na+].[OH2:18].[CH3:19][OH:20]. Product: [CH3:14][N:15]([CH2:12][C:9]1[CH:8]=[C:7]([C:1]2[CH:2]=[CH:3][CH:4]=[CH:5][CH:6]=2)[NH:11][CH:10]=1)[C:19](=[O:20])[O:18][C:1]([CH3:7])([CH3:6])[CH3:2]. The catalyst class is: 170. (7) Reactant: [Cl:1][C:2]1[C:7]([CH3:8])=[CH:6][CH:5]=[CH:4][N+:3]=1[O-].C(N(CC)CC)C.P(Cl)(Cl)([Cl:19])=O.[OH-].[Na+]. Product: [Cl:1][C:2]1[C:7]([CH3:8])=[CH:6][CH:5]=[C:4]([Cl:19])[N:3]=1. The catalyst class is: 46. (8) Reactant: [CH2:1]([O:3][C:4]([C:6]1[C:7]([CH3:22])=[C:8](C(OC(C)(C)C)=O)[NH:9][C:10]=1[CH2:11][C:12]([OH:14])=[O:13])=[O:5])[CH3:2].FC(F)(F)C(O)=O.C(=O)=O.C(O)C.[OH-].[Na+]. Product: [CH2:1]([O:3][C:4]([C:6]1[C:7]([CH3:22])=[CH:8][NH:9][C:10]=1[CH2:11][C:12]([OH:14])=[O:13])=[O:5])[CH3:2]. The catalyst class is: 4. (9) Reactant: C(OC(=O)[NH:7][C@@H:8]([CH2:14][C:15]1[CH:20]=[CH:19][C:18]([O:21][CH2:22][C:23]2[CH:28]=[CH:27][CH:26]=[CH:25][CH:24]=2)=[CH:17][CH:16]=1)[C:9]([N:11]([CH3:13])[CH3:12])=[O:10])(C)(C)C.[C:30]([OH:36])([C:32]([F:35])([F:34])[F:33])=[O:31]. Product: [F:33][C:32]([F:35])([F:34])[C:30]([OH:36])=[O:31].[NH2:7][C@@H:8]([CH2:14][C:15]1[CH:20]=[CH:19][C:18]([O:21][CH2:22][C:23]2[CH:28]=[CH:27][CH:26]=[CH:25][CH:24]=2)=[CH:17][CH:16]=1)[C:9]([N:11]([CH3:13])[CH3:12])=[O:10]. The catalyst class is: 22. (10) Reactant: Cl.[Cl:2][CH2:3][C:4]1[CH:9]=[CH:8][CH:7]=[CH:6][N:5]=1.C([O-])([O-])=O.[K+].[K+].[CH:16]1[CH:21]=[CH:20][C:19]([P:22]([C:29]2[CH:34]=[CH:33][CH:32]=[CH:31][CH:30]=2)[C:23]2[CH:28]=[CH:27][CH:26]=[CH:25][CH:24]=2)=[CH:18][CH:17]=1. Product: [Cl-:2].[N:5]1[CH:6]=[CH:7][CH:8]=[CH:9][C:4]=1[CH2:3][P+:22]([C:23]1[CH:24]=[CH:25][CH:26]=[CH:27][CH:28]=1)([C:29]1[CH:34]=[CH:33][CH:32]=[CH:31][CH:30]=1)[C:19]1[CH:18]=[CH:17][CH:16]=[CH:21][CH:20]=1. The catalyst class is: 127.